Dataset: Catalyst prediction with 721,799 reactions and 888 catalyst types from USPTO. Task: Predict which catalyst facilitates the given reaction. (1) Reactant: [CH3:1][C:2]1([CH3:12])[CH2:10][C:9]2[C:4](=[CH:5][CH:6]=[CH:7][CH:8]=2)[C:3]1=[O:11].[BH4-].[Na+]. Product: [CH3:1][C:2]1([CH3:12])[CH2:10][C:9]2[C:4](=[CH:5][CH:6]=[CH:7][CH:8]=2)[CH:3]1[OH:11]. The catalyst class is: 5. (2) Reactant: [CH2:1]([O:3][C:4](=[O:18])[CH2:5][C@H:6]1[O:10][B:9]([OH:11])[C:8]2[CH:12]=[C:13]([OH:17])[CH:14]=[C:15]([CH3:16])[C:7]1=2)[CH3:2].[C:19]([O-])([O-])=O.[Cs+].[Cs+].CI.Cl. Product: [CH2:1]([O:3][C:4](=[O:18])[CH2:5][C@H:6]1[O:10][B:9]([OH:11])[C:8]2[CH:12]=[C:13]([O:17][CH3:19])[CH:14]=[C:15]([CH3:16])[C:7]1=2)[CH3:2]. The catalyst class is: 3. (3) Product: [CH:1]1[C:13]2[CH:12]([CH2:14][O:15][C:16](=[O:17])[NH:18][C:19]3([C:23](=[O:24])[NH:65][C@@H:61]4[C:62]5[C:58](=[CH:57][C:56]([C:54]6[CH:55]=[C:50]([Cl:49])[CH:51]=[C:52]([F:72])[C:53]=6[C:66]6[N:70]=[C:69]([CH3:71])[O:68][N:67]=6)=[CH:64][CH:63]=5)[CH2:59][CH2:60]4)[CH2:22][O:21][CH2:20]3)[C:11]3[C:6](=[CH:7][CH:8]=[CH:9][CH:10]=3)[C:5]=2[CH:4]=[CH:3][CH:2]=1. The catalyst class is: 18. Reactant: [CH:1]1[C:13]2[CH:12]([CH2:14][O:15][C:16]([NH:18][C:19]3([C:23](O)=[O:24])[CH2:22][O:21][CH2:20]3)=[O:17])[C:11]3[C:6](=[CH:7][CH:8]=[CH:9][CH:10]=3)[C:5]=2[CH:4]=[CH:3][CH:2]=1.Cl.CN(C)CCCN=C=NCC.O.ON1C2C=CC=CC=2N=N1.[Cl:49][C:50]1[CH:51]=[C:52]([F:72])[C:53]([C:66]2[N:70]=[C:69]([CH3:71])[O:68][N:67]=2)=[C:54]([C:56]2[CH:57]=[C:58]3[C:62](=[CH:63][CH:64]=2)[C@@H:61]([NH2:65])[CH2:60][CH2:59]3)[CH:55]=1.C([O-])([O-])=O.[K+].[K+]. (4) Reactant: [C:1]([O:5][C:6]([N:8]1[CH2:13][CH2:12][N:11]2[C:14](S(C)(=O)=O)=[N:15][C:16]([C:17]([F:20])([F:19])[F:18])=[C:10]2[CH:9]1[CH2:25][CH2:26][C:27]1[CH:32]=[CH:31][C:30]([C:33]([F:36])([F:35])[F:34])=[CH:29][CH:28]=1)=[O:7])([CH3:4])([CH3:3])[CH3:2].C(Cl)Cl.[CH3:40][OH:41]. Product: [C:1]([O:5][C:6]([N:8]1[CH2:13][CH2:12][N:11]2[C:14]([O:41][CH3:40])=[N:15][C:16]([C:17]([F:20])([F:19])[F:18])=[C:10]2[CH:9]1[CH2:25][CH2:26][C:27]1[CH:32]=[CH:31][C:30]([C:33]([F:36])([F:35])[F:34])=[CH:29][CH:28]=1)=[O:7])([CH3:4])([CH3:3])[CH3:2]. The catalyst class is: 5. (5) Reactant: [Cl:1][C:2]1[C:10]2[NH:9][N:8]=[CH:7][C:6]=2[C:5]2[CH2:11][N:12]([CH2:21][C:22]([F:25])([F:24])[F:23])[C:13](=[O:20])[C@H:14]([CH2:16][C:17](O)=[O:18])[CH2:15][C:4]=2[CH:3]=1.[Cl:26][C:27]1[CH:28]=[CH:29][C:30]([C:35]2[CH2:36][CH2:37][NH:38][CH2:39][CH:40]=2)=[C:31]([CH:34]=1)[C:32]#[N:33].CCN(C(C)C)C(C)C.C1CN([P+](ON2N=NC3C=CC=CC2=3)(N2CCCC2)N2CCCC2)CC1.F[P-](F)(F)(F)(F)F. Product: [Cl:26][C:27]1[CH:28]=[CH:29][C:30]([C:35]2[CH2:40][CH2:39][N:38]([C:17](=[O:18])[CH2:16][C@H:14]3[C:13](=[O:20])[N:12]([CH2:21][C:22]([F:23])([F:25])[F:24])[CH2:11][C:5]4[C:6]5[CH:7]=[N:8][NH:9][C:10]=5[C:2]([Cl:1])=[CH:3][C:4]=4[CH2:15]3)[CH2:37][CH:36]=2)=[C:31]([CH:34]=1)[C:32]#[N:33]. The catalyst class is: 3.